Dataset: Forward reaction prediction with 1.9M reactions from USPTO patents (1976-2016). Task: Predict the product of the given reaction. Given the reactants [NH2:1][CH2:2][C:3]1([CH2:19][CH3:20])[CH2:18][CH2:17][CH2:16][C:5]2([O:9][C:8](=[O:10])[N:7]([CH2:11][C:12]([CH3:15])([CH3:14])[CH3:13])[CH2:6]2)[CH2:4]1.F[C:22]1[CH:23]=[C:24]([CH:27]=[CH:28][C:29]=1[N+:30]([O-:32])=[O:31])[C:25]#[N:26].C(=O)([O-])[O-].[K+].[K+], predict the reaction product. The product is: [CH2:19]([C:3]1([CH2:2][NH:1][C:28]2[CH:27]=[C:24]([CH:23]=[CH:22][C:29]=2[N+:30]([O-:32])=[O:31])[C:25]#[N:26])[CH2:18][CH2:17][CH2:16][C:5]2([O:9][C:8](=[O:10])[N:7]([CH2:11][C:12]([CH3:14])([CH3:15])[CH3:13])[CH2:6]2)[CH2:4]1)[CH3:20].